Dataset: Catalyst prediction with 721,799 reactions and 888 catalyst types from USPTO. Task: Predict which catalyst facilitates the given reaction. (1) Reactant: [C:1]([O:5][C:6]([NH:8][C@H:9]([CH2:28][OH:29])[C@H:10]([C:18]1[CH:23]=[CH:22][C:21]([C:24]([F:27])([F:26])[F:25])=[CH:20][CH:19]=1)[CH2:11]/[CH:12]=[CH:13]/[C:14]([O:16][CH3:17])=[O:15])=[O:7])([CH3:4])([CH3:3])[CH3:2].[F-].C([N+](CCCC)(CCCC)CCCC)CCC. Product: [C:1]([O:5][C:6]([NH:8][C@@H:9]1[CH2:28][O:29][C@@H:12]([CH2:13][C:14]([O:16][CH3:17])=[O:15])[CH2:11][C@H:10]1[C:18]1[CH:19]=[CH:20][C:21]([C:24]([F:26])([F:27])[F:25])=[CH:22][CH:23]=1)=[O:7])([CH3:4])([CH3:3])[CH3:2]. The catalyst class is: 1. (2) Reactant: [CH2:1]1[CH:5]2[CH:6]3C=CC([CH:4]2[CH:3]=[CH:2]1)C3.C[SiH:12]([Cl:14])[Cl:13].CCCCCCCCCCCCCCCC. Product: [CH:5]1([CH2:6][SiH:12]([Cl:14])[Cl:13])[CH2:4][CH2:3][CH:2]=[CH:1]1. The catalyst class is: 11. (3) Reactant: [N+:1]([CH:4]([CH:7]([OH:12])[CH2:8][CH2:9][CH2:10][CH3:11])[CH2:5][CH3:6])([O-])=O.O1CCNC1. Product: [NH2:1][CH:4]([CH:7]([OH:12])[CH2:8][CH2:9][CH2:10][CH3:11])[CH2:5][CH3:6]. The catalyst class is: 227. (4) Reactant: F[C:2]1[CH:7]=[C:6]([O:8][CH2:9][CH2:10][CH2:11][N:12]([CH2:15][CH3:16])[CH2:13][CH3:14])[CH:5]=[CH:4][C:3]=1[N+:17]([O-:19])=[O:18].[CH2:20]([NH2:27])[C:21]1[CH:26]=[CH:25][CH:24]=[CH:23][CH:22]=1. Product: [CH2:20]([NH:27][C:2]1[CH:7]=[C:6]([O:8][CH2:9][CH2:10][CH2:11][N:12]([CH2:15][CH3:16])[CH2:13][CH3:14])[CH:5]=[CH:4][C:3]=1[N+:17]([O-:19])=[O:18])[C:21]1[CH:26]=[CH:25][CH:24]=[CH:23][CH:22]=1. The catalyst class is: 1. (5) Reactant: ClCCN(C)[CH:5]([CH:16]1[CH2:21][CH2:20][N:19]([CH2:22][CH2:23][O:24][C:25]2[CH:34]=[CH:33][CH:32]=[C:31]3[C:26]=2[CH:27]=[CH:28][C:29]([CH3:35])=[N:30]3)[CH2:18][CH2:17]1)[C:6]1[CH:7]=[C:8]([NH:12][C:13](=[O:15])[CH3:14])[CH:9]=[CH:10][CH:11]=1.[H-].[Na+]. Product: [CH3:13][N:12]1[CH2:8][CH2:7][N:12]([C:8]2[CH:9]=[CH:10][CH:11]=[C:6]([CH2:5][CH:16]3[CH2:21][CH2:20][N:19]([CH2:22][CH2:23][O:24][C:25]4[CH:34]=[CH:33][CH:32]=[C:31]5[C:26]=4[CH:27]=[CH:28][C:29]([CH3:35])=[N:30]5)[CH2:18][CH2:17]3)[CH:7]=2)[C:13](=[O:15])[CH2:14]1. The catalyst class is: 3.